Task: Predict the reactants needed to synthesize the given product.. Dataset: Full USPTO retrosynthesis dataset with 1.9M reactions from patents (1976-2016) (1) Given the product [CH:16]1([C:22]2[CH:27]=[CH:26][CH:25]=[CH:24][C:23]=2[O:28][C:7]2[CH:6]=[N:5][N:4]([CH:32]([CH2:33][CH:34]3[CH2:38][CH2:37][CH2:36][CH2:35]3)[C:31]([OH:30])=[O:40])[C:3](=[O:15])[CH:2]=2)[CH2:17][CH2:18][CH2:19][CH2:20][CH2:21]1, predict the reactants needed to synthesize it. The reactants are: Cl[C:2]1[C:3](=[O:15])[N:4](C2CCCCO2)[N:5]=[CH:6][C:7]=1Cl.[CH:16]1([C:22]2[CH:27]=[CH:26][CH:25]=[CH:24][C:23]=2[OH:28])[CH2:21][CH2:20][CH2:19][CH2:18][CH2:17]1.C[O:30][C:31](=[O:40])[CH:32](Br)[CH2:33][CH:34]1[CH2:38][CH2:37][CH2:36][CH2:35]1. (2) The reactants are: [CH3:1][O:2][C:3]1[CH:18]=[CH:17][C:6]([C:7]([O:9][CH2:10][C:11]2[CH:16]=[CH:15][CH:14]=[CH:13][CH:12]=2)=[O:8])=[CH:5][C:4]=1[NH:19][S:20]([CH:23]=[CH2:24])(=[O:22])=[O:21].[CH3:25][N:26]1[CH2:31][CH2:30][NH:29][CH2:28][CH2:27]1. Given the product [CH3:1][O:2][C:3]1[CH:18]=[CH:17][C:6]([C:7]([O:9][CH2:10][C:11]2[CH:16]=[CH:15][CH:14]=[CH:13][CH:12]=2)=[O:8])=[CH:5][C:4]=1[NH:19][S:20]([CH2:23][CH2:24][N:29]1[CH2:30][CH2:31][N:26]([CH3:25])[CH2:27][CH2:28]1)(=[O:21])=[O:22], predict the reactants needed to synthesize it. (3) The reactants are: [O:1]1[CH2:6][CH2:5][CH:4]([C:7]([N:9]2[CH2:15][C:14]3[CH:16]=[CH:17][C:18]([C:20]([O:22]C)=O)=[CH:19][C:13]=3[O:12][CH2:11][CH:10]2[CH:24]2[CH2:29][CH2:28][O:27][CH2:26][CH2:25]2)=[O:8])[CH2:3][CH2:2]1.[NH2:30][OH:31].[OH-].[Na+]. Given the product [OH:31][NH:30][C:20]([C:18]1[CH:17]=[CH:16][C:14]2[CH2:15][N:9]([C:7]([CH:4]3[CH2:3][CH2:2][O:1][CH2:6][CH2:5]3)=[O:8])[CH:10]([CH:24]3[CH2:25][CH2:26][O:27][CH2:28][CH2:29]3)[CH2:11][O:12][C:13]=2[CH:19]=1)=[O:22], predict the reactants needed to synthesize it. (4) The reactants are: [CH3:1][C:2]1([CH3:25])[C:16]2[C:11](=[CH:12][CH:13]=[N:14][CH:15]=2)[N:10]2[C:17]3[C:7]([C:8]4[CH:21]=[C:20](B(O)O)[CH:19]=[CH:18][C:9]=42)=[CH:6][CH:5]=[CH:4][C:3]1=3.Br[C:27]1[CH:28]=[CH:29][C:30]2[N:31]([C:40]3[CH:45]=[CH:44][CH:43]=[CH:42][CH:41]=3)[C:32]3[C:37]([C:38]=2[CH:39]=1)=[CH:36][CH:35]=[CH:34][CH:33]=3.C(=O)([O-])[O-].[Na+].[Na+].C1(C)C=CC=CC=1P(C1C=CC=CC=1C)C1C=CC=CC=1C. Given the product [CH3:1][C:2]1([CH3:25])[C:16]2[C:11](=[CH:12][CH:13]=[N:14][CH:15]=2)[N:10]2[C:17]3[C:7]([C:8]4[CH:21]=[C:20]([C:35]5[CH:34]=[CH:33][C:32]6[N:31]([C:40]7[CH:45]=[CH:44][CH:43]=[CH:42][CH:41]=7)[C:30]7[C:38]([C:37]=6[CH:36]=5)=[CH:39][CH:27]=[CH:28][CH:29]=7)[CH:19]=[CH:18][C:9]=42)=[CH:6][CH:5]=[CH:4][C:3]1=3, predict the reactants needed to synthesize it. (5) Given the product [OH:17][C@@H:13]1[CH2:12][C@H:11]2[CH2:16][C@@H:14]1[CH2:15][C@@H:10]2[NH:9][C:7]1[S:8][C:4]([CH:1]([CH3:3])[CH3:2])([CH3:19])[C:5](=[O:18])[N:6]=1, predict the reactants needed to synthesize it. The reactants are: [CH:1]([C:4]1([CH3:19])[S:8][C:7]([NH:9][C@H:10]2[CH2:15][C@H:14]3[CH2:16][C@@H:11]2[CH2:12][C:13]3=[O:17])=[N:6][C:5]1=[O:18])([CH3:3])[CH3:2].CCC(C)[BH-](C(C)CC)C(C)CC.[Li+].